Predict the product of the given reaction. From a dataset of Forward reaction prediction with 1.9M reactions from USPTO patents (1976-2016). (1) Given the reactants [NH3:1].[OH-].[NH4+:3].[Cl-].[NH4+].[C-:6]#N.[Na+].[CH2:9]([O:16][C:17]1[CH:18]=[CH:19][C:20]2[CH2:27][CH:26]3[C:28](=O)[CH:23]([CH2:24][CH2:25]3)[CH2:22][C:21]=2[CH:30]=1)[C:10]1[CH:15]=[CH:14][CH:13]=[CH:12][CH:11]=1, predict the reaction product. The product is: [NH2:1][C:28]1([C:6]#[N:3])[CH:23]2[CH2:24][CH2:25][CH:26]1[CH2:27][C:20]1[CH:19]=[CH:18][C:17]([O:16][CH2:9][C:10]3[CH:15]=[CH:14][CH:13]=[CH:12][CH:11]=3)=[CH:30][C:21]=1[CH2:22]2. (2) Given the reactants [F:1][CH:2]1[CH2:5][NH:4][CH2:3]1.[H-].[Na+].[C:8]([C:10]1[CH:11]=[C:12]([C:17]2[O:21][N:20]=[C:19]([C:22]3[CH:39]=[CH:38][C:25]4[CH2:26][CH2:27][N:28]([C:31]([O:33][C:34]([CH3:37])([CH3:36])[CH3:35])=[O:32])[CH2:29][CH2:30][C:24]=4[CH:23]=3)[N:18]=2)[CH:13]=[CH:14][C:15]=1F)#[N:9], predict the reaction product. The product is: [C:8]([C:10]1[CH:11]=[C:12]([C:17]2[O:21][N:20]=[C:19]([C:22]3[CH:39]=[CH:38][C:25]4[CH2:26][CH2:27][N:28]([C:31]([O:33][C:34]([CH3:35])([CH3:36])[CH3:37])=[O:32])[CH2:29][CH2:30][C:24]=4[CH:23]=3)[N:18]=2)[CH:13]=[CH:14][C:15]=1[N:4]1[CH2:5][CH:2]([F:1])[CH2:3]1)#[N:9]. (3) Given the reactants C(OC([N:8]1[CH2:14][CH2:13][CH2:12][N:11]([C:15](=[O:42])[C:16]2[CH:21]=[CH:20][CH:19]=[C:18]([C:22]3[N:23]=[C:24]([NH:31][C:32]4[CH:37]=[CH:36][C:35]([O:38][CH3:39])=[C:34]([O:40][CH3:41])[CH:33]=4)[C:25]4[N:30]=[CH:29][S:28][C:26]=4[N:27]=3)[CH:17]=2)[CH2:10][CH2:9]1)=O)(C)(C)C.C(O)(C(F)(F)F)=O.C(Cl)[Cl:51], predict the reaction product. The product is: [N:11]1([C:15]([C:16]2[CH:21]=[CH:20][CH:19]=[C:18]([C:22]3[N:23]=[C:24]([NH:31][C:32]4[CH:37]=[CH:36][C:35]([O:38][CH3:39])=[C:34]([O:40][CH3:41])[CH:33]=4)[C:25]4[N:30]=[CH:29][S:28][C:26]=4[N:27]=3)[CH:17]=2)=[O:42])[CH2:12][CH2:13][CH2:14][NH:8][CH2:9][CH2:10]1.[ClH:51]. (4) Given the reactants [CH3:1][C:2]1[N:3]=[C:4]2[N:8]([C:9](=[O:21])[C:10]=1[C:11]1[CH:16]=[CH:15][C:14]([C:17]([F:20])([F:19])[F:18])=[CH:13][CH:12]=1)[C:7]1[CH:22]=[CH:23][CH:24]=[CH:25][C:6]=1[S:5]2.[CH2:26]([O:28][CH2:29][CH2:30][O:31][C:32]1[C:39]([O:40][CH3:41])=[CH:38][CH:37]=[CH:36][C:33]=1[CH:34]=O)[CH3:27].[O-]CC.[Na+], predict the reaction product. The product is: [CH2:26]([O:28][CH2:29][CH2:30][O:31][C:32]1[C:39]([O:40][CH3:41])=[CH:38][CH:37]=[CH:36][C:33]=1/[CH:34]=[CH:1]/[C:2]1[N:3]=[C:4]2[S:5][C:6]3[CH:25]=[CH:24][CH:23]=[CH:22][C:7]=3[N:8]2[C:9](=[O:21])[C:10]=1[C:11]1[CH:12]=[CH:13][C:14]([C:17]([F:18])([F:19])[F:20])=[CH:15][CH:16]=1)[CH3:27]. (5) Given the reactants [N+:1]([C:4]1[CH:8]=[N:7][NH:6][C:5]=1[NH2:9])([O-:3])=[O:2].CN(C)[CH:12]=[CH:13][C:14]([C:16]1[CH:17]=[C:18]([N:22]([CH2:29][CH2:30][CH2:31][CH3:32])[S:23]([CH:26]([CH3:28])[CH3:27])(=[O:25])=[O:24])[CH:19]=[CH:20][CH:21]=1)=O.C(OCC)(=O)C, predict the reaction product. The product is: [N+:1]([C:4]1[CH:8]=[N:7][N:6]2[C:14]([C:16]3[CH:17]=[C:18]([N:22]([CH2:29][CH2:30][CH2:31][CH3:32])[S:23]([CH:26]([CH3:27])[CH3:28])(=[O:25])=[O:24])[CH:19]=[CH:20][CH:21]=3)=[CH:13][CH:12]=[N:9][C:5]=12)([O-:3])=[O:2]. (6) Given the reactants [CH2:1]([O:3][C:4](=[O:17])[C:5]1[CH:10]=[C:9](I)[C:8]([O:12][CH2:13][O:14][CH3:15])=[C:7](Br)[CH:6]=1)[CH3:2].C(O[C:21](=O)[C:22]1[CH:27]=[C:26](Br)[C:25](OCOC)=[C:24](Br)[CH:23]=1)C.[CH3:35][C:36]1[CH:37]=[C:38](B(O)O)[CH:39]=C[CH:41]=1.[CH2:45](Cl)Cl.CCO[C:51]([CH3:53])=O, predict the reaction product. The product is: [CH2:1]([O:3][C:4](=[O:17])[C:5]1[CH:10]=[C:9]([C:38]2[CH:37]=[C:36]([CH3:41])[CH:35]=[C:51]([CH3:53])[CH:39]=2)[C:8]([O:12][CH2:13][O:14][CH3:15])=[C:7]([C:26]2[CH:25]=[C:24]([CH3:45])[CH:23]=[C:22]([CH3:21])[CH:27]=2)[CH:6]=1)[CH3:2]. (7) Given the reactants [Cl:1][C:2]1[CH:7]=[CH:6][C:5]([S:8][CH2:9][C:10]2[CH:11]=[C:12]([CH:16]=[CH:17][CH:18]=2)[C:13](O)=[O:14])=[C:4]([NH:19][S:20]([C:23]2[CH:28]=[CH:27][C:26]([Cl:29])=[C:25]([C:30]([F:33])([F:32])[F:31])[CH:24]=2)(=[O:22])=[O:21])[CH:3]=1.[N:34]1([CH2:39][CH2:40][NH2:41])[CH2:38][CH2:37][CH2:36][CH2:35]1.C(Cl)CCl, predict the reaction product. The product is: [Cl:1][C:2]1[CH:7]=[CH:6][C:5]([S:8][CH2:9][C:10]2[CH:11]=[C:12]([CH:16]=[CH:17][CH:18]=2)[C:13]([NH:41][CH2:40][CH2:39][N:34]2[CH2:38][CH2:37][CH2:36][CH2:35]2)=[O:14])=[C:4]([NH:19][S:20]([C:23]2[CH:28]=[CH:27][C:26]([Cl:29])=[C:25]([C:30]([F:31])([F:32])[F:33])[CH:24]=2)(=[O:22])=[O:21])[CH:3]=1. (8) The product is: [CH3:21][O:20][C:14]1[CH:13]=[C:12]([CH:17]=[C:16]([O:18][CH3:19])[CH:15]=1)[CH2:11][CH2:10][C:8]1[N:9]=[C:4]2[CH:3]=[C:2]([C:33]3[CH:32]=[CH:31][C:30]([N:27]4[CH2:28][CH2:29][N:24]([CH3:23])[C:25](=[O:45])[CH2:26]4)=[CH:35][CH:34]=3)[NH:22][C:5]2=[N:6][CH:7]=1. Given the reactants Br[C:2]1[NH:22][C:5]2=[N:6][CH:7]=[C:8]([CH2:10][CH2:11][C:12]3[CH:17]=[C:16]([O:18][CH3:19])[CH:15]=[C:14]([O:20][CH3:21])[CH:13]=3)[N:9]=[C:4]2[CH:3]=1.[CH3:23][N:24]1[CH2:29][CH2:28][N:27]([C:30]2[CH:35]=[CH:34][C:33](B3OC(C)(C)C(C)(C)O3)=[CH:32][CH:31]=2)[CH2:26][C:25]1=[O:45], predict the reaction product. (9) Given the reactants [Cl:1][C:2]1[N:10]=[CH:9][C:8]([Cl:11])=[CH:7][C:3]=1[C:4]([OH:6])=O.Cl.[Cl:13][C:14]1[CH:19]=[CH:18][CH:17]=[CH:16][C:15]=1[CH2:20][CH2:21][O:22][CH2:23][C:24]([NH2:26])=[NH:25].CN(C(ON1N=NC2C=CC=CC1=2)=[N+](C)C)C.[B-](F)(F)(F)F.CCN(C(C)C)C(C)C, predict the reaction product. The product is: [Cl:1][C:2]1[N:10]=[CH:9][C:8]([Cl:11])=[CH:7][C:3]=1[C:4]([NH:26][C:24](=[NH:25])[CH2:23][O:22][CH2:21][CH2:20][C:15]1[CH:16]=[CH:17][CH:18]=[CH:19][C:14]=1[Cl:13])=[O:6].